Dataset: Experimentally validated miRNA-target interactions with 360,000+ pairs, plus equal number of negative samples. Task: Binary Classification. Given a miRNA mature sequence and a target amino acid sequence, predict their likelihood of interaction. (1) The miRNA is mmu-miR-467b-5p with sequence GUAAGUGCCUGCAUGUAUAUG. The protein sequence of the target gene is MLLVLLSVVLLALSSAQSTDNDVNYEDFTFTIPDVEDSSQRPDQGPQRPPPEGLLPRPPGDSGNQDDGPQQRPPKPGGHHRHPPPPPFQNQQRPPRRGHRQLSLPRFPSVSLQEASSFFQRDRPARHPQEQPLW. Result: 0 (no interaction). (2) The miRNA is rno-miR-96-5p with sequence UUUGGCACUAGCACAUUUUUGCU. Result: 0 (no interaction). The protein sequence of the target gene is MSVASTAAPFHTTSGSSGAISTFSVVDYVVFGLLLVLSLVIGLYHACRGWGHHTVGELLMADRKMGCLPVALSLLATFQSAVAILGAPAEIFRFGTQYWFLGCSYFLGLLIPAHIFIPVFYRLHLTSAYEYLELRFNKAVRICGTVTFIFQMVIYMGVALYAPSLALNAVTGFDLWLSVLALGIVCNIYTALGGLKAVIWTDVFQTLVMFLGQLVVIIVGAARVGGLGHVWNVTSQHGLISGINLDPDPFVRHTFWTLAFGGVFMMLSLYGVNQAQVQRYLSSHSERAAVLSCYAVFPCQ.... (3) The miRNA is mmu-miR-1904 with sequence GUUCUGCUCCUCUGGAGGGAGG. The protein sequence of the target gene is MSKQQPTQFINPETPGYVGFANLPNQVHRKSVKKGFEFTLMVVGESGLGKSTLINSLFLTDLYPERVIPGAAEKIERTVQIEASTVEIEERGVKLRLTVVDTPGYGDAINCRDCFKTIISYIDEQFERYLHDESGLNRRHIIDNRVHCCFYFISPFGHGLKPLDVAFMKAIHNKVNIVPVIAKADTLTLKERERLKKRILDEIEEHNIKIYHLPDAESDEDEDFKEQTRLLKASIPFSVVGSNQLIEAKGKKVRGRLYPWGVVEVENPEHNDFLKLRTMLITHMQDLQEVTQDLHYENFR.... Result: 0 (no interaction). (4) The miRNA is hsa-miR-6511b-5p with sequence CUGCAGGCAGAAGUGGGGCUGACA. The protein sequence of the target gene is MLSSVCVWSFRGRQGTGKQQPQPVPTPQPPESSPPPLPPPQQQQCSQPGTAASPAGAPLSCGPGGRRAEPCPGLPAVAMGRHGGGGGDSGKIVINVGGVRHETYRSTLRTLPGTRLAGLTEPEAAARFDYDPGTDEFFFDRHPGVFAYVLNYYRTGKLHCPADVCGPLFEEELGFWGIDETDVEACCWMTYRQHRDAEEALDSFEAPDSSANANANAGGAHDAGLDDEAGAGGGGLDGAGGELKRLCFQDAGGGAGGPAGGAGGAGGTWWRRWQPRVWALFEDPYSSRAARYVAFASLFF.... Result: 0 (no interaction).